The task is: Predict the reactants needed to synthesize the given product.. This data is from Full USPTO retrosynthesis dataset with 1.9M reactions from patents (1976-2016). (1) The reactants are: [F:1][C:2]1[CH:20]=[CH:19][CH:18]=[C:17]([F:21])[C:3]=1[C:4]([NH:6][C:7]1[CH:8]=[N:9][C:10]2[C:15]([CH:16]=1)=[N:14][CH:13]=[CH:12][CH:11]=2)=[O:5]. Given the product [F:1][C:2]1[CH:20]=[CH:19][CH:18]=[C:17]([F:21])[C:3]=1[C:4]([NH:6][C:7]1[CH:8]=[N:9][C:10]2[CH2:11][CH2:12][CH2:13][NH:14][C:15]=2[CH:16]=1)=[O:5], predict the reactants needed to synthesize it. (2) Given the product [OH:2][C:3]1[CH:12]=[CH:11][CH:10]=[C:9]2[C:4]=1[CH:5]=[C:6]([CH3:13])[CH:7]=[N:8]2, predict the reactants needed to synthesize it. The reactants are: C[O:2][C:3]1[CH:12]=[CH:11][CH:10]=[C:9]2[C:4]=1[CH:5]=[C:6]([CH3:13])[CH:7]=[N:8]2.Cl.N1C=CC=CC=1. (3) Given the product [Cl:15][CH2:10]/[C:9](/[CH3:12])=[CH:8]/[C:5]1[CH:6]=[CH:7][C:2]([I:1])=[CH:3][CH:4]=1, predict the reactants needed to synthesize it. The reactants are: [I:1][C:2]1[CH:7]=[CH:6][C:5](/[CH:8]=[C:9](\[CH3:12])/[CH2:10]O)=[CH:4][CH:3]=1.S(Cl)([Cl:15])=O. (4) Given the product [CH2:28]([CH:35]1[C:41]2[CH:42]=[C:43]([C:46]([O:48][CH3:49])=[O:47])[CH:44]=[CH:45][C:40]=2[O:39][CH2:38][C:37](=[CH:8][Cl:7])[CH2:36]1)[C:29]1[CH:34]=[CH:33][CH:32]=[CH:31][CH:30]=1, predict the reactants needed to synthesize it. The reactants are: C([Li])CCC.[Cl-].[Cl:7][CH2:8][P+](C1C=CC=CC=1)(C1C=CC=CC=1)C1C=CC=CC=1.[CH2:28]([CH:35]1[C:41]2[CH:42]=[C:43]([C:46]([O:48][CH3:49])=[O:47])[CH:44]=[CH:45][C:40]=2[O:39][CH2:38][C:37](=O)[CH2:36]1)[C:29]1[CH:34]=[CH:33][CH:32]=[CH:31][CH:30]=1.Cl. (5) Given the product [C:12]1([C:7]2[CH:6]=[CH:5][C:4]3[C:3]4[C:2]([CH2:11][CH2:10][C:9]=3[CH:8]=2)=[N:24][N:23]([C:25]2[CH:30]=[CH:29][CH:28]=[CH:27][N:26]=2)[C:18]=4[OH:19])[CH:13]=[CH:14][CH:15]=[CH:16][CH:17]=1, predict the reactants needed to synthesize it. The reactants are: O=[C:2]1[CH2:11][CH2:10][C:9]2[C:4](=[CH:5][CH:6]=[C:7]([C:12]3[CH:17]=[CH:16][CH:15]=[CH:14][CH:13]=3)[CH:8]=2)[CH:3]1[C:18](OCC)=[O:19].[NH:23]([C:25]1[CH:30]=[CH:29][CH:28]=[CH:27][N:26]=1)[NH2:24]. (6) Given the product [Cl:22][C:17]1[CH:18]=[CH:19][CH:20]=[CH:21][C:16]=1[C:4]1[N:3]=[C:2]([NH:29][C:28]2[CH:30]=[CH:31][CH:32]=[C:26]([O:25][C:24]([F:23])([F:33])[F:34])[CH:27]=2)[C:11]2[C:6](=[CH:7][CH:8]=[C:9]([C:12]([O:14][CH3:15])=[O:13])[CH:10]=2)[N:5]=1, predict the reactants needed to synthesize it. The reactants are: Cl[C:2]1[C:11]2[C:6](=[CH:7][CH:8]=[C:9]([C:12]([O:14][CH3:15])=[O:13])[CH:10]=2)[N:5]=[C:4]([C:16]2[CH:21]=[CH:20][CH:19]=[CH:18][C:17]=2[Cl:22])[N:3]=1.[F:23][C:24]([F:34])([F:33])[O:25][C:26]1[CH:27]=[C:28]([CH:30]=[CH:31][CH:32]=1)[NH2:29].C(N(CC)CC)C.